Dataset: Reaction yield outcomes from USPTO patents with 853,638 reactions. Task: Predict the reaction yield, written as a fraction of the theoretical maximum amount of product (1.0 means a 100% yield; for example, 0.34 means a 34% yield). The reactants are [NH2:1][C:2]([NH:4][C:5]1[S:6][C:7]([C:14]2[CH:19]=[CH:18][CH:17]=[CH:16][CH:15]=2)=[CH:8][C:9]=1[C:10]([O:12]C)=O)=[O:3].C[Al](C)C.[N:24]12[CH2:31][CH2:30][CH:27]([CH2:28][CH2:29]1)[C@@H:26]([NH2:32])[CH2:25]2.[C@H](O)(C([O-])=O)[C@@H](O)C([O-])=O.[Na+].[K+]. The catalyst is C1COCC1. The product is [NH2:1][C:2]([NH:4][C:5]1[S:6][C:7]([C:14]2[CH:19]=[CH:18][CH:17]=[CH:16][CH:15]=2)=[CH:8][C:9]=1[C:10]([NH:32][C@@H:26]1[CH:27]2[CH2:30][CH2:31][N:24]([CH2:29][CH2:28]2)[CH2:25]1)=[O:12])=[O:3]. The yield is 0.700.